This data is from Full USPTO retrosynthesis dataset with 1.9M reactions from patents (1976-2016). The task is: Predict the reactants needed to synthesize the given product. (1) Given the product [N:27]1[C:28]2[C:33](=[CH:32][CH:31]=[CH:30][CH:29]=2)[CH:34]=[C:25]([C:9]2[C:8]3[C:3]([NH2:2])=[N:4][CH:5]=[N:6][C:7]=3[N:11]3[CH2:12][CH2:13][C@@H:14]([NH2:17])[CH2:15][CH2:16][C:10]=23)[CH:26]=1, predict the reactants needed to synthesize it. The reactants are: Cl.[NH2:2][C:3]1[C:8]2[C:9]([C:25]3[CH:26]=[N:27][C:28]4[C:33]([CH:34]=3)=[CH:32][CH:31]=[CH:30][CH:29]=4)=[C:10]3[CH2:16][CH2:15][C@H:14]([NH:17]C(=O)OC(C)(C)C)[CH2:13][CH2:12][N:11]3[C:7]=2[N:6]=[CH:5][N:4]=1.[OH-].[Na+]. (2) Given the product [ClH:17].[ClH:17].[NH2:1][C:2]1([CH3:16])[C:6]2([CH2:8][CH2:7]2)[CH2:5][NH:4][CH2:3]1, predict the reactants needed to synthesize it. The reactants are: [NH2:1][C:2]1([CH3:16])[C:6]2([CH2:8][CH2:7]2)[CH2:5][N:4](CC2C=CC=CC=2)[CH2:3]1.[ClH:17]. (3) Given the product [CH2:1]([O:8][C:9](=[O:10])[NH:11][C:12]1[C:13]([C:29]([NH:32][C:33]2[CH:34]=[N:35][CH:36]=[CH:37][C:38]=2[N:39]2[CH2:44][C@H:43]([CH3:45])[CH2:42][C@H:41]([NH2:46])[CH2:40]2)=[O:30])=[N:14][C:15]2[C:20]([CH:21]=1)=[CH:19][CH:18]=[C:17]([N:22]1[CH2:27][CH2:26][O:25][CH2:24][C:23]1=[O:28])[CH:16]=2)[C:2]1[CH:7]=[CH:6][CH:5]=[CH:4][CH:3]=1, predict the reactants needed to synthesize it. The reactants are: [CH2:1]([O:8][C:9]([NH:11][C:12]1[C:13]([C:29](O)=[O:30])=[N:14][C:15]2[C:20]([CH:21]=1)=[CH:19][CH:18]=[C:17]([N:22]1[CH2:27][CH2:26][O:25][CH2:24][C:23]1=[O:28])[CH:16]=2)=[O:10])[C:2]1[CH:7]=[CH:6][CH:5]=[CH:4][CH:3]=1.[NH2:32][C:33]1[CH:34]=[N:35][CH:36]=[CH:37][C:38]=1[N:39]1[CH2:44][C@H:43]([CH3:45])[CH2:42][C@H:41]([NH:46]C(=O)OC(C)(C)C)[CH2:40]1.CN(C(ON1N=NC2C=CC=NC1=2)=[N+](C)C)C.F[P-](F)(F)(F)(F)F.CCN(C(C)C)C(C)C. (4) Given the product [CH3:1][N:2]([CH3:60])[C@H:3]([C:7]([NH:9][C@H:10]([C:14]([N:16]([C@@H:18]([C@@H:54]([CH3:57])[CH2:55][CH3:56])[C@H:19]([O:52][CH3:53])[CH2:20][C:21]([N:23]1[CH2:27][CH2:26][CH2:25][C@H:24]1[C@H:28]([O:50][CH3:51])[C@@H:29]([CH3:49])[C:30]([NH:32][C@@H:33]([CH2:42][C:43]1[CH:48]=[CH:47][CH:46]=[CH:45][CH:44]=1)[C:34]([N:36]1[CH2:41][CH2:40][CH2:39][CH2:38][O:37]1)=[O:35])=[O:31])=[O:22])[CH3:17])=[O:15])[CH:11]([CH3:13])[CH3:12])=[O:8])[C@@H:4]([CH3:6])[OH:5], predict the reactants needed to synthesize it. The reactants are: [CH3:1][NH:2][C@H:3]([C:7]([NH:9][C@H:10]([C:14]([N:16]([C@@H:18]([C@@H:54]([CH3:57])[CH2:55][CH3:56])[C@H:19]([O:52][CH3:53])[CH2:20][C:21]([N:23]1[CH2:27][CH2:26][CH2:25][C@H:24]1[C@H:28]([O:50][CH3:51])[C@@H:29]([CH3:49])[C:30]([NH:32][C@@H:33]([CH2:42][C:43]1[CH:48]=[CH:47][CH:46]=[CH:45][CH:44]=1)[C:34]([N:36]1[CH2:41][CH2:40][CH2:39][CH2:38][O:37]1)=[O:35])=[O:31])=[O:22])[CH3:17])=[O:15])[CH:11]([CH3:13])[CH3:12])=[O:8])[C@@H:4]([CH3:6])[OH:5].C=O.[C:60]([BH3-])#N.[Na+].Cl.C(=O)(O)[O-].[Na+]. (5) Given the product [C:1]([O:5][C:6](=[O:28])[NH:7][CH:8]([C:20]1[CH:25]=[CH:24][C:23]([Cl:26])=[C:22]([Cl:27])[CH:21]=1)[C:9]([C:11]1[CH:16]=[CH:15][C:14]([C:32]2[CH:33]=[N:34][CH:35]=[C:30]([F:29])[CH:31]=2)=[CH:13][C:12]=1[O:18][CH3:19])=[O:10])([CH3:4])([CH3:3])[CH3:2], predict the reactants needed to synthesize it. The reactants are: [C:1]([O:5][C:6](=[O:28])[NH:7][CH:8]([C:20]1[CH:25]=[CH:24][C:23]([Cl:26])=[C:22]([Cl:27])[CH:21]=1)[C:9]([C:11]1[CH:16]=[CH:15][C:14](Br)=[CH:13][C:12]=1[O:18][CH3:19])=[O:10])([CH3:4])([CH3:3])[CH3:2].[F:29][C:30]1[CH:31]=[C:32](B(O)O)[CH:33]=[N:34][CH:35]=1. (6) Given the product [OH:49][C:36]([C:37]1[CH:38]=[CH:39][CH:40]=[CH:41][CH:42]=1)([C:33]1[CH:32]=[CH:31][CH:30]=[CH:35][CH:34]=1)[CH:43]1[CH2:48][CH2:47][N:46]([CH2:2][CH2:3][CH2:4][C:5]([C:10]2[CH:15]=[CH:14][C:13]([C:16]([CH3:22])([CH3:21])[C:17]([O:19][CH3:20])=[O:18])=[CH:12][CH:11]=2)([O:8][CH3:9])[O:6][CH3:7])[CH2:45][CH2:44]1, predict the reactants needed to synthesize it. The reactants are: Cl[CH2:2][CH2:3][CH2:4][C:5]([C:10]1[CH:15]=[CH:14][C:13]([C:16]([CH3:22])([CH3:21])[C:17]([O:19][CH3:20])=[O:18])=[CH:12][CH:11]=1)([O:8][CH3:9])[O:6][CH3:7].C1(C)C=CC=CC=1.[CH:30]1[CH:31]=[CH:32][C:33]([C:36]([OH:49])([CH:43]2[CH2:48][CH2:47][NH:46][CH2:45][CH2:44]2)[C:37]2[CH:38]=[CH:39][CH:40]=[CH:41][CH:42]=2)=[CH:34][CH:35]=1.C(=O)(O)[O-].[Na+]. (7) Given the product [CH3:18][N:15]1[C:14]([CH2:19][N:20]2[CH2:21][CH2:22][CH:23]([C:26]([OH:29])([CH3:28])[CH3:27])[CH2:24][CH2:25]2)=[N:13][C:12]2[C:16]1=[N:17][C:9]([N:8]1[C:3]3[CH:4]=[CH:5][CH:6]=[CH:7][C:2]=3[N:1]=[C:38]1[C:37]([F:42])([F:41])[F:36])=[N:10][C:11]=2[N:30]1[CH2:31][CH2:32][O:33][CH2:34][CH2:35]1, predict the reactants needed to synthesize it. The reactants are: [NH2:1][C:2]1[CH:7]=[CH:6][CH:5]=[CH:4][C:3]=1[NH:8][C:9]1[N:17]=[C:16]2[C:12]([N:13]=[C:14]([CH2:19][N:20]3[CH2:25][CH2:24][CH:23]([C:26]([OH:29])([CH3:28])[CH3:27])[CH2:22][CH2:21]3)[N:15]2[CH3:18])=[C:11]([N:30]2[CH2:35][CH2:34][O:33][CH2:32][CH2:31]2)[N:10]=1.[F:36][C:37]([F:42])([F:41])[C:38](O)=O. (8) Given the product [ClH:3].[C:6]1([C:28]2[CH:33]=[CH:32][CH:31]=[CH:30][CH:29]=2)[CH:11]=[CH:10][C:9]([CH2:12][CH:13]2[C:23]3[C:18](=[CH:19][C:20]([O:26][CH3:27])=[C:21]([O:24][CH3:25])[CH:22]=3)[CH2:17][CH2:16][NH:15]2)=[CH:8][CH:7]=1, predict the reactants needed to synthesize it. The reactants are: O=P(Cl)(Cl)[Cl:3].[C:6]1([C:28]2[CH:33]=[CH:32][CH:31]=[CH:30][CH:29]=2)[CH:11]=[CH:10][C:9]([CH2:12][C:13]([NH:15][CH2:16][CH2:17][C:18]2[CH:23]=[CH:22][C:21]([O:24][CH3:25])=[C:20]([O:26][CH3:27])[CH:19]=2)=O)=[CH:8][CH:7]=1.[BH4-].[Na+].Cl. (9) Given the product [NH2:10][C:11]1([C:17]([NH:19][C@H:20]([C:24]2[CH:29]=[CH:28][C:27]([Cl:30])=[CH:26][CH:25]=2)[CH2:21][CH2:22][OH:23])=[O:18])[CH2:16][CH2:15][N:14]([C:32]2[N:37]=[CH:36][N:35]=[C:34]3[NH:38][N:39]=[CH:40][C:33]=23)[CH2:13][CH2:12]1, predict the reactants needed to synthesize it. The reactants are: CCN(C(C)C)C(C)C.[NH2:10][C:11]1([C:17]([NH:19][C@H:20]([C:24]2[CH:29]=[CH:28][C:27]([Cl:30])=[CH:26][CH:25]=2)[CH2:21][CH2:22][OH:23])=[O:18])[CH2:16][CH2:15][NH:14][CH2:13][CH2:12]1.Cl[C:32]1[N:37]=[CH:36][N:35]=[C:34]2[NH:38][N:39]=[CH:40][C:33]=12. (10) Given the product [N:1]([C:2]1([CH2:8][S:9]([N:12]([CH3:14])[CH3:13])(=[O:11])=[O:10])[CH2:3][CH2:4][CH2:5][CH2:6][CH2:7]1)=[C:15]=[O:16], predict the reactants needed to synthesize it. The reactants are: [NH2:1][C:2]1([CH2:8][S:9]([N:12]([CH3:14])[CH3:13])(=[O:11])=[O:10])[CH2:7][CH2:6][CH2:5][CH2:4][CH2:3]1.[C:15](=O)(O)[O-:16].[Na+].